From a dataset of Full USPTO retrosynthesis dataset with 1.9M reactions from patents (1976-2016). Predict the reactants needed to synthesize the given product. Given the product [F:1][C:2]1[CH:7]=[C:6]([F:8])[CH:5]=[CH:4][C:3]=1[NH:9][C:10]1[C:19]2[C:14](=[CH:15][C:16]([O:28][CH2:29][CH3:30])=[C:17]([C:20]3[CH:25]=[CH:24][C:23](=[O:26])[NH:22][CH:21]=3)[CH:18]=2)[N:13]=[CH:12][C:11]=1[C:31]([NH2:33])=[O:32], predict the reactants needed to synthesize it. The reactants are: [F:1][C:2]1[CH:7]=[C:6]([F:8])[CH:5]=[CH:4][C:3]=1[NH:9][C:10]1[C:19]2[C:14](=[CH:15][C:16]([O:28][CH2:29][CH3:30])=[C:17]([C:20]3[CH:21]=[N:22][C:23]([O:26]C)=[CH:24][CH:25]=3)[CH:18]=2)[N:13]=[CH:12][C:11]=1[C:31]([NH2:33])=[O:32].[I-].[Na+].[Si](Cl)(C(C)(C)C)(C)C.O.